Dataset: Catalyst prediction with 721,799 reactions and 888 catalyst types from USPTO. Task: Predict which catalyst facilitates the given reaction. (1) Reactant: Br[C:2]1[CH:3]=[C:4]([NH:10][C:11]2[CH:15]=[C:14]([CH3:16])[O:13][N:12]=2)[C:5](=[O:9])[N:6]([CH3:8])[CH:7]=1.[C:17]([O:20][CH2:21][C:22]1[C:23]([N:31]2[CH2:42][CH2:41][N:40]3[C:33](=[CH:34][C:35]4[CH2:36][C:37]([CH3:44])([CH3:43])[CH2:38][C:39]=43)[C:32]2=[O:45])=[N:24][CH:25]=[CH:26][C:27]=1B(O)O)(=[O:19])[CH3:18].[O-]P([O-])([O-])=O.[K+].[K+].[K+].C([O-])(=O)C.[Na+]. Product: [C:17]([O:20][CH2:21][C:22]1[C:23]([N:31]2[CH2:42][CH2:41][N:40]3[C:33](=[CH:34][C:35]4[CH2:36][C:37]([CH3:44])([CH3:43])[CH2:38][C:39]=43)[C:32]2=[O:45])=[N:24][CH:25]=[CH:26][C:27]=1[C:2]1[CH:3]=[C:4]([NH:10][C:11]2[CH:15]=[C:14]([CH3:16])[O:13][N:12]=2)[C:5](=[O:9])[N:6]([CH3:8])[CH:7]=1)(=[O:19])[CH3:18]. The catalyst class is: 712. (2) Reactant: [CH3:1][C:2]1[CH:39]=[CH:38][CH:37]=[CH:36][C:3]=1[O:4][C:5]1[C:14]2[C:13](=[O:15])[N:12]([CH2:16][C:17]3[CH:22]=[CH:21][C:20]([O:23][CH3:24])=[CH:19][CH:18]=3)C(=O)[N:10]([C:26]3[CH:31]=[CH:30][C:29]([I:32])=[CH:28][C:27]=3[F:33])[C:9]=2[N:8]([CH3:34])[C:7](=[O:35])[CH:6]=1.[OH-].[Li+].C(OCC)(=O)C. Product: [CH3:1][C:2]1[CH:39]=[CH:38][CH:37]=[CH:36][C:3]=1[O:4][C:5]1[C:14]([C:13]([NH:12][CH2:16][C:17]2[CH:18]=[CH:19][C:20]([O:23][CH3:24])=[CH:21][CH:22]=2)=[O:15])=[C:9]([NH:10][C:26]2[CH:31]=[CH:30][C:29]([I:32])=[CH:28][C:27]=2[F:33])[N:8]([CH3:34])[C:7](=[O:35])[CH:6]=1. The catalyst class is: 30.